From a dataset of Peptide-MHC class I binding affinity with 185,985 pairs from IEDB/IMGT. Regression. Given a peptide amino acid sequence and an MHC pseudo amino acid sequence, predict their binding affinity value. This is MHC class I binding data. The peptide sequence is FVRWLHRAL. The MHC is HLA-A30:01 with pseudo-sequence HLA-A30:01. The binding affinity (normalized) is 0.228.